Dataset: Full USPTO retrosynthesis dataset with 1.9M reactions from patents (1976-2016). Task: Predict the reactants needed to synthesize the given product. Given the product [CH3:6][C:7]1[CH:13]=[CH:12][C:11]([C:14]([F:15])([F:16])[F:17])=[CH:10][C:8]=1[NH:9][CH2:1][CH:2]([CH3:5])[CH3:3], predict the reactants needed to synthesize it. The reactants are: [CH3:1][CH:2]([CH3:5])[CH2:3]O.[CH3:6][C:7]1[CH:13]=[CH:12][C:11]([C:14]([F:17])([F:16])[F:15])=[CH:10][C:8]=1[NH2:9].[I-].[K+].ClCCl.